Dataset: NCI-60 drug combinations with 297,098 pairs across 59 cell lines. Task: Regression. Given two drug SMILES strings and cell line genomic features, predict the synergy score measuring deviation from expected non-interaction effect. Drug 1: C1=NC2=C(N=C(N=C2N1C3C(C(C(O3)CO)O)O)F)N. Drug 2: C1=NC(=NC(=O)N1C2C(C(C(O2)CO)O)O)N. Cell line: NCI-H522. Synergy scores: CSS=31.7, Synergy_ZIP=-7.97, Synergy_Bliss=1.80, Synergy_Loewe=-22.9, Synergy_HSA=1.01.